Dataset: Catalyst prediction with 721,799 reactions and 888 catalyst types from USPTO. Task: Predict which catalyst facilitates the given reaction. (1) Reactant: C(N(C(C)C)CC)(C)C.[I-].C(C[P+](C)(C)C)#N.[CH3:18][C:19]1[C:24]([CH3:25])=[CH:23][CH:22]=[CH:21][C:20]=1[CH:26]([NH:37][C:38]([NH:40][CH2:41][CH2:42]O)=[S:39])[CH2:27][C:28]#[C:29][C:30]1[CH:31]=[C:32]([CH3:36])[CH:33]=[CH:34][CH:35]=1. Product: [S:39]1[CH2:42][CH2:41][N:40]=[C:38]1[NH:37][CH:26]([C:20]1[CH:21]=[CH:22][CH:23]=[C:24]([CH3:25])[C:19]=1[CH3:18])[CH2:27][C:28]#[C:29][C:30]1[CH:31]=[C:32]([CH3:36])[CH:33]=[CH:34][CH:35]=1. The catalyst class is: 397. (2) Reactant: [Cl:1][C:2]1[N:7]=[C:6]2[NH:8][CH:9]=[CH:10][C:5]2=[N:4][CH:3]=1.[H-].[Na+].Br[CH2:14][C:15]([NH:17][CH2:18][C:19]([F:22])([F:21])[F:20])=[O:16].C(O)C. Product: [Cl:1][C:2]1[N:7]=[C:6]2[N:8]([CH2:14][C:15]([NH:17][CH2:18][C:19]([F:22])([F:21])[F:20])=[O:16])[CH:9]=[CH:10][C:5]2=[N:4][CH:3]=1. The catalyst class is: 3. (3) Reactant: C[CH2:2][N:3]([CH2:6][CH3:7])[CH2:4]C.[C:8](Br)(=[O:15])[C:9]1[CH:14]=[CH:13][CH:12]=[CH:11][CH:10]=1.[N:17]#[C:18]N.C(O)(C(F)(F)F)=O.BrC#[N:29]. Product: [C:4]([N:3]1[CH2:2][CH:7]([CH2:18][NH:17][C:8](=[O:15])[C:9]2[CH:14]=[CH:13][CH:12]=[CH:11][CH:10]=2)[CH2:6]1)#[N:29]. The catalyst class is: 91. (4) Reactant: [Br:1][C:2]1[CH:3]=[C:4]([C:11]([O:13][CH2:14][CH3:15])=[O:12])[C:5]2[CH:10]=[N:9][NH:8][C:6]=2[N:7]=1.C([O-])([O-])=O.[K+].[K+].Br[CH:23]1[CH2:26][CH2:25][CH2:24]1. Product: [Br:1][C:2]1[CH:3]=[C:4]([C:11]([O:13][CH2:14][CH3:15])=[O:12])[C:5]2[CH:10]=[N:9][N:8]([CH:23]3[CH2:26][CH2:25][CH2:24]3)[C:6]=2[N:7]=1. The catalyst class is: 10. (5) Reactant: [Cl-].[Li+].COP([CH:9]([O:14]C1CCCCO1)[C:10]([O:12][CH3:13])=[O:11])(OC)=O.C1CCN2C(=NCCC2)CC1.[C:32]1([C:46]2[CH:51]=[CH:50][CH:49]=[CH:48][CH:47]=2)[CH:37]=[CH:36][C:35]([O:38][CH2:39][CH2:40][CH2:41][CH2:42][CH2:43][CH:44]=O)=[CH:34][CH:33]=1. Product: [C:32]1([C:46]2[CH:51]=[CH:50][CH:49]=[CH:48][CH:47]=2)[CH:37]=[CH:36][C:35]([O:38][CH2:39][CH2:40][CH2:41][CH2:42][CH2:43][CH2:44][C:9](=[O:14])[C:10]([O:12][CH3:13])=[O:11])=[CH:34][CH:33]=1. The catalyst class is: 10. (6) Reactant: [CH3:1][C:2]1[CH:6]=[CH:5][N:4]([C:7]2[CH:8]=[N:9][CH:10]=[CH:11][CH:12]=2)[N:3]=1.[I:13](O)(=O)=O.II.[S].S([O-])([O-])(=O)=S.[Na+].[Na+]. Product: [I:13][C:6]1[C:2]([CH3:1])=[N:3][N:4]([C:7]2[CH:8]=[N:9][CH:10]=[CH:11][CH:12]=2)[CH:5]=1. The catalyst class is: 15.